This data is from Forward reaction prediction with 1.9M reactions from USPTO patents (1976-2016). The task is: Predict the product of the given reaction. (1) The product is: [CH3:13][O:12][N:11]([CH3:10])[C:6]([C:2]1[S:1][CH:5]=[CH:4][CH:3]=1)=[O:7]. Given the reactants [S:1]1[CH:5]=[CH:4][CH:3]=[C:2]1[C:6](Cl)=[O:7].Cl.[CH3:10][NH:11][O:12][CH3:13].C(N(CC)CC)C.Cl, predict the reaction product. (2) The product is: [C:43]([O:42][C:40](=[O:41])[NH:47][C@@H:48]([CH2:49][C:50]1[CH:55]=[CH:54][CH:53]=[CH:52][CH:51]=1)[C:56]([N:8]1[CH2:13][CH2:12][CH2:11][CH2:10][CH:9]1[C:14](=[O:38])[NH:15][C:16]1[CH:21]=[CH:20][C:19]([C:22]#[C:23][C:24]2[C:25]([C:30]3[CH:35]=[C:34]([CH3:36])[CH:33]=[CH:32][C:31]=3[OH:37])=[N:26][N:27]([CH3:29])[CH:28]=2)=[CH:18][CH:17]=1)=[O:57])([CH3:46])([CH3:44])[CH3:45]. Given the reactants C(OC([N:8]1[CH2:13][CH2:12][CH2:11][CH2:10][CH:9]1[C:14](=[O:38])[NH:15][C:16]1[CH:21]=[CH:20][C:19]([C:22]#[C:23][C:24]2[C:25]([C:30]3[CH:35]=[C:34]([CH3:36])[CH:33]=[CH:32][C:31]=3[OH:37])=[N:26][N:27]([CH3:29])[CH:28]=2)=[CH:18][CH:17]=1)=O)(C)(C)C.Cl.[C:40]([NH:47][C@H:48]([C:56](O)=[O:57])[CH2:49][C:50]1[CH:55]=[CH:54][CH:53]=[CH:52][CH:51]=1)([O:42][C:43]([CH3:46])([CH3:45])[CH3:44])=[O:41].C(N(CC)CC)C.F[P-](F)(F)(F)(F)F.N1(O[P+](N(C)C)(N(C)C)N(C)C)C2C=CC=CC=2N=N1.O.[OH-].[Li+].C(O)(=O)C, predict the reaction product. (3) The product is: [Br:1][C:2]1[C:3]([N:9]2[CH2:14][CH2:13][O:12][CH2:11][CH:10]2[C:15]([NH:46][CH:43]2[CH2:44][CH2:45][O:40][CH2:41][CH2:42]2)=[O:17])=[N:4][C:5]([Cl:8])=[N:6][CH:7]=1. Given the reactants [Br:1][C:2]1[C:3]([N:9]2[CH2:14][CH2:13][O:12][CH2:11][CH:10]2[C:15]([OH:17])=O)=[N:4][C:5]([Cl:8])=[N:6][CH:7]=1.ON1C2C=CC=CC=2N=N1.Cl.C(N=C=NCCCN(C)C)C.[O:40]1[CH2:45][CH2:44][CH:43]([NH2:46])[CH2:42][CH2:41]1, predict the reaction product.